This data is from NCI-60 drug combinations with 297,098 pairs across 59 cell lines. The task is: Regression. Given two drug SMILES strings and cell line genomic features, predict the synergy score measuring deviation from expected non-interaction effect. (1) Drug 1: CC1C(C(CC(O1)OC2CC(CC3=C2C(=C4C(=C3O)C(=O)C5=C(C4=O)C(=CC=C5)OC)O)(C(=O)CO)O)N)O.Cl. Drug 2: CC1C(C(CC(O1)OC2CC(CC3=C2C(=C4C(=C3O)C(=O)C5=C(C4=O)C(=CC=C5)OC)O)(C(=O)C)O)N)O.Cl. Cell line: UACC-257. Synergy scores: CSS=9.98, Synergy_ZIP=1.89, Synergy_Bliss=5.87, Synergy_Loewe=-3.07, Synergy_HSA=2.47. (2) Drug 1: C1CCC(CC1)NC(=O)N(CCCl)N=O. Drug 2: C1=CC(=CC=C1C#N)C(C2=CC=C(C=C2)C#N)N3C=NC=N3. Cell line: HCT116. Synergy scores: CSS=28.0, Synergy_ZIP=3.29, Synergy_Bliss=3.66, Synergy_Loewe=2.44, Synergy_HSA=3.85.